From a dataset of Catalyst prediction with 721,799 reactions and 888 catalyst types from USPTO. Predict which catalyst facilitates the given reaction. Reactant: [Cl:1][C:2]1[CH:7]=[CH:6][C:5]([C:8](=[O:10])[CH3:9])=[C:4]([OH:11])[C:3]=1[F:12].[C:13](=O)([O-])[O-].[K+].[K+].CI. Product: [Cl:1][C:2]1[CH:7]=[CH:6][C:5]([C:8](=[O:10])[CH3:9])=[C:4]([O:11][CH3:13])[C:3]=1[F:12]. The catalyst class is: 21.